This data is from Reaction yield outcomes from USPTO patents with 853,638 reactions. The task is: Predict the reaction yield, written as a fraction of the theoretical maximum amount of product (1.0 means a 100% yield; for example, 0.34 means a 34% yield). (1) The reactants are I[C:2]1[CH:3]=[CH:4][C:5]2[N:6]([CH:8]=[C:9]([NH:11][C:12]([CH:14]3[CH2:16][CH2:15]3)=[O:13])[N:10]=2)[N:7]=1.[NH2:17][C:18]1[CH:23]=[CH:22][C:21]([OH:24])=[CH:20][C:19]=1[N+:25]([O-:27])=[O:26].C(=O)([O-])[O-].[K+].[K+].CN(C)C=O. The catalyst is O.O1CCCC1.C(OCC)(=O)C. The product is [NH2:17][C:18]1[CH:23]=[CH:22][C:21]([O:24][C:2]2[CH:3]=[CH:4][C:5]3[N:6]([CH:8]=[C:9]([NH:11][C:12]([CH:14]4[CH2:16][CH2:15]4)=[O:13])[N:10]=3)[N:7]=2)=[CH:20][C:19]=1[N+:25]([O-:27])=[O:26]. The yield is 0.520. (2) The reactants are [Cl-].O[NH3+:3].[C:4](=[O:7])([O-])[OH:5].[Na+].CS(C)=O.[Si]([O:20][C:21]1([CH2:24][O:25][C@H:26]2[CH2:31][CH2:30][C@H:29]([N:32]3[C:37](=[O:38])[C:36]([CH2:39][C:40]4[CH:45]=[CH:44][C:43]([C:46]5[C:47]([C:52]#[N:53])=[CH:48][CH:49]=[CH:50][CH:51]=5)=[CH:42][CH:41]=4)=[C:35]([CH2:54][CH2:55][CH3:56])[N:34]4[N:57]=[CH:58][CH:59]=[C:33]34)[CH2:28][CH2:27]2)[CH2:23][CH2:22]1)(C(C)(C)C)(C)C. The catalyst is C(OCC)(=O)C. The product is [OH:20][C:21]1([CH2:24][O:25][C@H:26]2[CH2:31][CH2:30][C@H:29]([N:32]3[C:37](=[O:38])[C:36]([CH2:39][C:40]4[CH:45]=[CH:44][C:43]([C:46]5[CH:51]=[CH:50][CH:49]=[CH:48][C:47]=5[C:52]5[NH:53][C:4](=[O:7])[O:5][N:3]=5)=[CH:42][CH:41]=4)=[C:35]([CH2:54][CH2:55][CH3:56])[N:34]4[N:57]=[CH:58][CH:59]=[C:33]34)[CH2:28][CH2:27]2)[CH2:23][CH2:22]1. The yield is 0.440. (3) The reactants are [Br:1][C:2]1[CH:21]=[CH:20][C:5]([O:6][C:7]2[C:8]3[CH:17]=[CH:16][C:15]([O:18][CH3:19])=[CH:14][C:9]=3[S:10](=O)(=O)[CH:11]=2)=[CH:4][CH:3]=1.CC(C[AlH]CC(C)C)C.O.C(C(C(C([O-])=O)O)O)([O-])=O.[Na+].[K+]. The catalyst is C1COCC1.CCOC(C)=O. The product is [Br:1][C:2]1[CH:21]=[CH:20][C:5]([O:6][C:7]2[C:8]3[CH:17]=[CH:16][C:15]([O:18][CH3:19])=[CH:14][C:9]=3[S:10][CH:11]=2)=[CH:4][CH:3]=1. The yield is 0.840. (4) The reactants are COC1C=CC(P2(SP(C3C=CC(OC)=CC=3)(=S)S2)=[S:10])=CC=1.[Cl:23][C:24]1[C:40]([C:41]([F:44])([F:43])[F:42])=[CH:39][CH:38]=[CH:37][C:25]=1[CH2:26][N:27]1[C@@H:32]([CH2:33][CH3:34])[CH2:31][NH:30][C:29](=O)[C:28]1=[O:36]. The catalyst is C1COCC1. The product is [Cl:23][C:24]1[C:40]([C:41]([F:44])([F:43])[F:42])=[CH:39][CH:38]=[CH:37][C:25]=1[CH2:26][N:27]1[C@@H:32]([CH2:33][CH3:34])[CH2:31][NH:30][C:29](=[S:10])[C:28]1=[O:36]. The yield is 0.910. (5) The reactants are [CH2:1]([N:4]([C:12]([O:14][C:15]([CH3:18])([CH3:17])[CH3:16])=[O:13])[C:5]([O:7][C:8]([CH3:11])([CH3:10])[CH3:9])=[O:6])[CH:2]=[CH2:3].B1C2CCCC1CCC2.P([O-])([O-])([O-])=O.[K+].[K+].[K+].[Al].Br[C:38]1[CH:47]=[CH:46][C:41]2[N:42]=[C:43]([CH3:45])[S:44][C:40]=2[CH:39]=1. The catalyst is CN(C)C=O.[Pd](Cl)Cl.C1(P(C2C=CC=CC=2)[C-]2C=CC=C2)C=CC=CC=1.[C-]1(P(C2C=CC=CC=2)C2C=CC=CC=2)C=CC=C1.[Fe+2].ClCCl. The product is [C:8]([O:7][C:5]([N:4]([CH2:1][CH2:2][CH2:3][C:38]1[CH:47]=[CH:46][C:41]2[N:42]=[C:43]([CH3:45])[S:44][C:40]=2[CH:39]=1)[C:12]([O:14][C:15]([CH3:18])([CH3:17])[CH3:16])=[O:13])=[O:6])([CH3:10])([CH3:11])[CH3:9]. The yield is 0.840. (6) The reactants are [NH2:1][CH:2]1[CH2:7][CH2:6][CH2:5][N:4]([C:8]2[CH:13]=[CH:12][N:11]=[C:10]([NH:14][C:15]3[CH:20]=[CH:19][CH:18]=[CH:17][C:16]=3[N+:21]([O-:23])=[O:22])[N:9]=2)[CH2:3]1.[CH2:24]([S:27](Cl)(=[O:29])=[O:28])[CH2:25][CH3:26].C(N(CC)CC)C. The catalyst is C(Cl)Cl. The product is [N+:21]([C:16]1[CH:17]=[CH:18][CH:19]=[CH:20][C:15]=1[NH:14][C:10]1[N:9]=[C:8]([N:4]2[CH2:5][CH2:6][CH2:7][CH:2]([NH:1][S:27]([CH2:24][CH2:25][CH3:26])(=[O:29])=[O:28])[CH2:3]2)[CH:13]=[CH:12][N:11]=1)([O-:23])=[O:22]. The yield is 0.240. (7) The reactants are [Cl:1][C:2]1[CH:22]=[CH:21][C:5]([CH2:6][NH:7][C:8]2[CH:17]=[C:16]3[C:11]([C:12]([CH3:20])([CH3:19])[CH2:13][NH:14][C:15]3=[O:18])=[CH:10][CH:9]=2)=[CH:4][CH:3]=1.N1C=CC=CC=1.[CH3:29][N:30]1[CH:34]=[C:33]([S:35](Cl)(=[O:37])=[O:36])[N:32]=[CH:31]1. The product is [Cl:1][C:2]1[CH:3]=[CH:4][C:5]([CH2:6][N:7]([C:8]2[CH:17]=[C:16]3[C:11]([C:12]([CH3:19])([CH3:20])[CH2:13][NH:14][C:15]3=[O:18])=[CH:10][CH:9]=2)[S:35]([C:33]2[N:32]=[CH:31][N:30]([CH3:29])[CH:34]=2)(=[O:37])=[O:36])=[CH:21][CH:22]=1. The yield is 0.210. The catalyst is C(#N)C. (8) The reactants are [CH3:1][C:2]1[CH:3]=[C:4]([CH:6]=[C:7]([CH3:9])[CH:8]=1)[NH2:5].C(N(CC)CC)C.[CH3:17][S:18](Cl)(=[O:20])=[O:19]. The catalyst is C(Cl)Cl. The product is [CH3:1][C:2]1[CH:3]=[C:4]([NH:5][S:18]([CH3:17])(=[O:20])=[O:19])[CH:6]=[C:7]([CH3:9])[CH:8]=1. The yield is 0.990. (9) The reactants are C(OC(=O)[NH:7][CH2:8][C:9]1[CH:14]=[CH:13][C:12]([C:15]([N:17]2[CH2:26][C:25]3[CH:24]=[N:23][N:22]([CH3:27])[C:21]=3[NH:20][C:19]3[CH:28]=[C:29]([CH3:32])[CH:30]=[CH:31][C:18]2=3)=[O:16])=[CH:11][C:10]=1[F:33])(C)(C)C.[ClH:35].O1CCOCC1. No catalyst specified. The product is [ClH:35].[NH2:7][CH2:8][C:9]1[CH:14]=[CH:13][C:12]([C:15]([N:17]2[CH2:26][C:25]3[CH:24]=[N:23][N:22]([CH3:27])[C:21]=3[NH:20][C:19]3[CH:28]=[C:29]([CH3:32])[CH:30]=[CH:31][C:18]2=3)=[O:16])=[CH:11][C:10]=1[F:33]. The yield is 1.00.